This data is from Full USPTO retrosynthesis dataset with 1.9M reactions from patents (1976-2016). The task is: Predict the reactants needed to synthesize the given product. (1) The reactants are: [NH2:1][C:2]1[C:7]([NH:8][CH2:9][C:10]#[N:11])=[C:6]([S:12][CH2:13][C:14]2[CH:19]=[CH:18][CH:17]=[C:16]([Cl:20])[C:15]=2[F:21])[N:5]=[C:4]([S:22][CH2:23][C:24]2[CH:29]=[CH:28][CH:27]=[C:26]([Cl:30])[C:25]=2[F:31])[N:3]=1.[OH-].[K+]. Given the product [Cl:30][C:26]1[C:25]([F:31])=[C:24]([CH2:23][S:22][C:4]2[N:5]=[C:6]([S:12][CH2:13][C:14]3[CH:19]=[CH:18][CH:17]=[C:16]([Cl:20])[C:15]=3[F:21])[C:7]3[C:2](=[N:1][C:10]([NH2:11])=[CH:9][N:8]=3)[N:3]=2)[CH:29]=[CH:28][CH:27]=1, predict the reactants needed to synthesize it. (2) The reactants are: [C:1]([O:5][C:6]([N:8]([CH3:55])[C@@H:9]([CH3:54])[C:10]([NH:12][C@@H:13]([C:50]([CH3:53])([CH3:52])[CH3:51])[C:14]([N:16]1[C@H:25]([C:26]([N:28]([CH2:39][C:40]2[CH:49]=[CH:48][C:43]([C:44]([O:46]C)=[O:45])=[CH:42][CH:41]=2)[C@@H:29]([C:31]2[CH:36]=[CH:35][CH:34]=[C:33]([F:37])[C:32]=2[F:38])[CH3:30])=[O:27])[CH2:24][C:23]2[C:18](=[CH:19][CH:20]=[CH:21][CH:22]=2)[CH2:17]1)=[O:15])=[O:11])=[O:7])([CH3:4])([CH3:3])[CH3:2].[Li+].[OH-].Cl. Given the product [C:1]([O:5][C:6]([N:8]([CH3:55])[C@@H:9]([CH3:54])[C:10]([NH:12][C@@H:13]([C:50]([CH3:53])([CH3:52])[CH3:51])[C:14]([N:16]1[C@H:25]([C:26]([N:28]([CH2:39][C:40]2[CH:41]=[CH:42][C:43]([C:44]([OH:46])=[O:45])=[CH:48][CH:49]=2)[C@@H:29]([C:31]2[CH:36]=[CH:35][CH:34]=[C:33]([F:37])[C:32]=2[F:38])[CH3:30])=[O:27])[CH2:24][C:23]2[C:18](=[CH:19][CH:20]=[CH:21][CH:22]=2)[CH2:17]1)=[O:15])=[O:11])=[O:7])([CH3:4])([CH3:3])[CH3:2], predict the reactants needed to synthesize it. (3) Given the product [CH3:1][O:2][C:3]1[CH:8]=[CH:7][C:6]([O:9][CH3:10])=[CH:5][C:4]=1[CH2:11][CH2:12][CH2:13][CH2:14][CH2:15][N:20]([CH2:19][CH2:18][CH3:17])[C@@H:21]1[CH2:22][CH2:23][C:24]2[N:29]=[C:28]([NH2:30])[S:27][C:25]=2[CH2:26]1, predict the reactants needed to synthesize it. The reactants are: [CH3:1][O:2][C:3]1[CH:8]=[CH:7][C:6]([O:9][CH3:10])=[CH:5][C:4]=1[CH2:11][CH2:12][CH2:13][CH2:14][CH:15]=O.[CH3:17][CH2:18][CH2:19][NH:20][C@@H:21]1[CH2:26][C:25]2[S:27][C:28]([NH2:30])=[N:29][C:24]=2[CH2:23][CH2:22]1.[BH-](OC(C)=O)(OC(C)=O)OC(C)=O.[Na+]. (4) Given the product [N:26]1[CH:31]=[CH:30][CH:29]=[C:28]([NH:32][C:33]([N:2]2[CH2:7][CH2:6][C:5](=[CH:8][C:9]3[CH:25]=[CH:24][CH:23]=[C:11]([O:12][C:13]4[CH:18]=[CH:17][C:16]([C:19]([F:22])([F:20])[F:21])=[CH:15][N:14]=4)[CH:10]=3)[CH2:4][CH2:3]2)=[O:34])[N:27]=1, predict the reactants needed to synthesize it. The reactants are: Cl.[NH:2]1[CH2:7][CH2:6][C:5](=[CH:8][C:9]2[CH:10]=[C:11]([CH:23]=[CH:24][CH:25]=2)[O:12][C:13]2[CH:18]=[CH:17][C:16]([C:19]([F:22])([F:21])[F:20])=[CH:15][N:14]=2)[CH2:4][CH2:3]1.[N:26]1[CH:31]=[CH:30][CH:29]=[C:28]([NH:32][C:33](=O)[O:34]CC)[N:27]=1.NC1N=NC=CC=1.C(N(CC)CC)C. (5) Given the product [CH2:1]([N:8]1[CH:12]=[C:11]([CH2:13][CH2:14][C:15]([O:17][CH2:18][CH3:19])=[O:16])[C:10]([O:20][CH2:22][C:23]2[CH:28]=[N:27][C:26]([O:29][CH2:30][C:31]3[N:32]=[C:33]([C:37]4[CH:42]=[CH:41][CH:40]=[CH:39][CH:38]=4)[O:34][C:35]=3[CH3:36])=[CH:25][CH:24]=2)=[N:9]1)[C:2]1[CH:3]=[CH:4][CH:5]=[CH:6][CH:7]=1, predict the reactants needed to synthesize it. The reactants are: [CH2:1]([N:8]1[CH:12]=[C:11]([CH2:13][CH2:14][C:15]([O:17][CH2:18][CH3:19])=[O:16])[C:10]([OH:20])=[N:9]1)[C:2]1[CH:7]=[CH:6][CH:5]=[CH:4][CH:3]=1.Cl[CH2:22][C:23]1[CH:24]=[CH:25][C:26]([O:29][CH2:30][C:31]2[N:32]=[C:33]([C:37]3[CH:42]=[CH:41][CH:40]=[CH:39][CH:38]=3)[O:34][C:35]=2[CH3:36])=[N:27][CH:28]=1.C(=O)([O-])[O-].[K+].[K+].CN(C)C=O. (6) Given the product [OH:8][N:9]1[C:15](=[O:16])[N:14]2[CH2:17][C@@H:10]1[CH2:11][CH2:12][C@@H:13]2[C:18]([NH:20][NH:21][C:22]([CH:24]1[CH2:25][N:26]([C:28]([O:30][C:31]([CH3:34])([CH3:33])[CH3:32])=[O:29])[CH2:27]1)=[O:23])=[O:19], predict the reactants needed to synthesize it. The reactants are: C([O:8][N:9]1[C:15](=[O:16])[N:14]2[CH2:17][C@@H:10]1[CH2:11][CH2:12][C@@H:13]2[C:18]([NH:20][NH:21][C:22]([CH:24]1[CH2:27][N:26]([C:28]([O:30][C:31]([CH3:34])([CH3:33])[CH3:32])=[O:29])[CH2:25]1)=[O:23])=[O:19])C1C=CC=CC=1.[H][H].